From a dataset of Reaction yield outcomes from USPTO patents with 853,638 reactions. Predict the reaction yield, written as a fraction of the theoretical maximum amount of product (1.0 means a 100% yield; for example, 0.34 means a 34% yield). The reactants are [F:1][C:2]1[CH:19]=[CH:18][C:5]([CH2:6][C:7]2[C:16]3[C:11](=[CH:12][CH:13]=[CH:14][CH:15]=3)[C:10](=[O:17])[NH:9][N:8]=2)=[CH:4][C:3]=1[C:20]([N:22]1[CH2:25][CH:24]([CH2:26][NH:27][CH2:28][CH:29]([CH3:31])[CH3:30])[CH2:23]1)=[O:21].[ClH:32]. No catalyst specified. The product is [ClH:32].[F:1][C:2]1[CH:19]=[CH:18][C:5]([CH2:6][C:7]2[C:16]3[C:11](=[CH:12][CH:13]=[CH:14][CH:15]=3)[C:10](=[O:17])[NH:9][N:8]=2)=[CH:4][C:3]=1[C:20]([N:22]1[CH2:25][CH:24]([CH2:26][NH:27][CH2:28][CH:29]([CH3:31])[CH3:30])[CH2:23]1)=[O:21]. The yield is 0.930.